This data is from Reaction yield outcomes from USPTO patents with 853,638 reactions. The task is: Predict the reaction yield, written as a fraction of the theoretical maximum amount of product (1.0 means a 100% yield; for example, 0.34 means a 34% yield). (1) The reactants are [CH:1]1([CH2:7][N:8]2[C:12]([CH3:13])=[C:11]([C:14](=[O:20])[NH:15][CH:16]3[CH2:19][O:18][CH2:17]3)[CH:10]=[C:9]2[C:21]2[CH:22]=[C:23]([CH:27]=[C:28]([C:30]([F:33])([F:32])[F:31])[CH:29]=2)[C:24](O)=[O:25])[CH2:6][CH2:5][CH2:4][CH2:3][CH2:2]1.[C:34]([NH2:38])([CH3:37])([CH3:36])[CH3:35].CN(C(ON1N=NC2C=CC=NC1=2)=[N+](C)C)C.F[P-](F)(F)(F)(F)F.CCN(C(C)C)C(C)C. The catalyst is CN(C=O)C.CC(=O)OCC. The product is [C:34]([NH:38][C:24]([C:23]1[CH:22]=[C:21]([C:9]2[N:8]([CH2:7][CH:1]3[CH2:2][CH2:3][CH2:4][CH2:5][CH2:6]3)[C:12]([CH3:13])=[C:11]([C:14]([NH:15][CH:16]3[CH2:19][O:18][CH2:17]3)=[O:20])[CH:10]=2)[CH:29]=[C:28]([C:30]([F:33])([F:32])[F:31])[CH:27]=1)=[O:25])([CH3:37])([CH3:36])[CH3:35]. The yield is 0.260. (2) The reactants are [C:1]([N:5]1[C:9](=[O:10])[C:8](Cl)=[C:7]([C:12]2[CH:17]=[CH:16][CH:15]=[CH:14][CH:13]=2)[S:6]1(=[O:19])=[O:18])([CH3:4])([CH3:3])[CH3:2].[NH2:20][CH2:21][CH2:22][CH:23]1[CH2:26][N:25]([C:27]([O:29][C:30]([CH3:33])([CH3:32])[CH3:31])=[O:28])[CH2:24]1. The catalyst is CN(C=O)C.CCOC(C)=O. The product is [C:1]([N:5]1[C:9](=[O:10])[C:8]([NH:20][CH2:21][CH2:22][CH:23]2[CH2:26][N:25]([C:27]([O:29][C:30]([CH3:33])([CH3:32])[CH3:31])=[O:28])[CH2:24]2)=[C:7]([C:12]2[CH:17]=[CH:16][CH:15]=[CH:14][CH:13]=2)[S:6]1(=[O:19])=[O:18])([CH3:4])([CH3:3])[CH3:2]. The yield is 0.288. (3) The reactants are [CH3:1][C:2]1[CH:9]=[C:8]([N+:10]([O-:12])=[O:11])[CH:7]=[CH:6][C:3]=1[C:4]#[N:5]. The catalyst is O1CCCC1. The product is [CH3:1][C:2]1[CH:9]=[C:8]([N+:10]([O-:12])=[O:11])[CH:7]=[CH:6][C:3]=1[CH2:4][NH2:5]. The yield is 0.430. (4) The reactants are [CH3:1][O:2][C:3]1[C:4]([CH2:12][N:13]([CH3:15])[CH3:14])=[C:5]2[C:9](=[CH:10][CH:11]=1)[NH:8][CH:7]=[CH:6]2.CN(C=O)C.[F:21][C:22]1[CH:27]=[CH:26][C:25]([S:28](Cl)(=[O:30])=[O:29])=[CH:24][C:23]=1[C:32]([F:35])([F:34])[F:33]. No catalyst specified. The product is [F:21][C:22]1[CH:27]=[CH:26][C:25]([S:28]([N:8]2[C:9]3[C:5](=[C:4]([CH2:12][N:13]([CH3:14])[CH3:15])[C:3]([O:2][CH3:1])=[CH:11][CH:10]=3)[CH:6]=[CH:7]2)(=[O:29])=[O:30])=[CH:24][C:23]=1[C:32]([F:35])([F:33])[F:34]. The yield is 0.0800. (5) The reactants are [Br:1][C:2]1[S:6][C:5]([C:7]([O:9][CH3:10])=[O:8])=[C:4]([NH:11][C:12](=O)[C:13](F)([F:15])[F:14])[CH:3]=1.FC(F)(F)S(OCC(F)F)(=O)=O.C(=O)([O-])[O-].[Cs+].[Cs+].CN(C=O)C. The catalyst is O. The product is [Br:1][C:2]1[S:6][C:5]([C:7]([O:9][CH3:10])=[O:8])=[C:4]([NH:11][CH2:12][CH:13]([F:15])[F:14])[CH:3]=1. The yield is 0.640. (6) The reactants are [NH2:1][C@@H:2]([CH2:6][S:7][S:8][C:9]1[CH:14]=[CH:13][CH:12]=[CH:11][CH:10]=1)[C:3]([OH:5])=[O:4].Cl[C:16](Cl)([O:18]C(=O)OC(Cl)(Cl)Cl)Cl. The catalyst is C1COCC1. The product is [C:9]1([S:8][S:7][CH2:6][C@H:2]2[C:3](=[O:5])[O:4][C:16](=[O:18])[NH:1]2)[CH:14]=[CH:13][CH:12]=[CH:11][CH:10]=1. The yield is 0.850. (7) The reactants are [Cl:1][C:2]1[CH:7]=[C:6](I)[CH:5]=[C:4]([Cl:9])[N:3]=1.N#N.[Cl:12][C:13]1[CH:18]=[CH:17][CH:16]=[CH:15][C:14]=1B(O)O.C(=O)([O-])[O-].[Na+].[Na+]. The catalyst is COCCOC.C1C=CC(P(C2C=CC=CC=2)[C-]2C=CC=C2)=CC=1.C1C=CC(P(C2C=CC=CC=2)[C-]2C=CC=C2)=CC=1.Cl[Pd]Cl.[Fe+2]. The product is [Cl:1][C:2]1[CH:7]=[C:6]([C:14]2[CH:15]=[CH:16][CH:17]=[CH:18][C:13]=2[Cl:12])[CH:5]=[C:4]([Cl:9])[N:3]=1. The yield is 0.740. (8) The reactants are [C:1]1([CH3:11])[CH:6]=[CH:5][C:4]([S:7](Cl)(=[O:9])=[O:8])=[CH:3][CH:2]=1.[NH2:12][C:13]1[CH:14]=[C:15]([CH:20]=[CH:21][C:22]=1[CH3:23])[C:16]([O:18][CH3:19])=[O:17].N1C=CC=C[CH:25]=1. No catalyst specified. The product is [CH3:19][O:18][C:16](=[O:17])[C:15]1[CH:20]=[CH:21][C:22]([CH3:23])=[C:13]([NH:12][S:7]([C:4]2[CH:5]=[CH:6][C:1]([CH3:11])=[CH:2][CH:3]=2)(=[O:9])=[O:8])[C:14]=1[CH3:25]. The yield is 0.835. (9) The reactants are [CH2:1]([O:3][C:4]1[CH:5]=[C:6]2[C:11](=[C:12]3[CH2:16][C:15]([CH3:18])([CH3:17])[O:14][C:13]=13)[C:10]([C:19]1[CH:28]=[CH:27][C:22]([C:23]([O:25]C)=[O:24])=[C:21]([NH:29][CH2:30][CH3:31])[CH:20]=1)=[N:9][C:8]([CH3:33])([CH3:32])[CH2:7]2)[CH3:2].[OH-].[Na+]. The catalyst is CO. The product is [CH2:1]([O:3][C:4]1[CH:5]=[C:6]2[C:11](=[C:12]3[CH2:16][C:15]([CH3:18])([CH3:17])[O:14][C:13]=13)[C:10]([C:19]1[CH:28]=[CH:27][C:22]([C:23]([OH:25])=[O:24])=[C:21]([NH:29][CH2:30][CH3:31])[CH:20]=1)=[N:9][C:8]([CH3:32])([CH3:33])[CH2:7]2)[CH3:2]. The yield is 0.870.